Dataset: Merck oncology drug combination screen with 23,052 pairs across 39 cell lines. Task: Regression. Given two drug SMILES strings and cell line genomic features, predict the synergy score measuring deviation from expected non-interaction effect. (1) Drug 1: COC1CC2CCC(C)C(O)(O2)C(=O)C(=O)N2CCCCC2C(=O)OC(C(C)CC2CCC(OP(C)(C)=O)C(OC)C2)CC(=O)C(C)C=C(C)C(O)C(OC)C(=O)C(C)CC(C)C=CC=CC=C1C. Drug 2: Cn1cc(-c2cnn3c(N)c(Br)c(C4CCCNC4)nc23)cn1. Cell line: VCAP. Synergy scores: synergy=16.2. (2) Synergy scores: synergy=-0.0324. Drug 2: CC1(c2nc3c(C(N)=O)cccc3[nH]2)CCCN1. Drug 1: CN(Cc1cnc2nc(N)nc(N)c2n1)c1ccc(C(=O)NC(CCC(=O)O)C(=O)O)cc1. Cell line: HT144. (3) Drug 1: COC1=C2CC(C)CC(OC)C(O)C(C)C=C(C)C(OC(N)=O)C(OC)C=CC=C(C)C(=O)NC(=CC1=O)C2=O. Drug 2: CCc1cnn2c(NCc3ccc[n+]([O-])c3)cc(N3CCCCC3CCO)nc12. Cell line: SW837. Synergy scores: synergy=-13.9. (4) Drug 1: Cc1nc(Nc2ncc(C(=O)Nc3c(C)cccc3Cl)s2)cc(N2CCN(CCO)CC2)n1. Drug 2: COC1CC2CCC(C)C(O)(O2)C(=O)C(=O)N2CCCCC2C(=O)OC(C(C)CC2CCC(OP(C)(C)=O)C(OC)C2)CC(=O)C(C)C=C(C)C(O)C(OC)C(=O)C(C)CC(C)C=CC=CC=C1C. Cell line: DLD1. Synergy scores: synergy=37.9. (5) Drug 1: Cc1nc(Nc2ncc(C(=O)Nc3c(C)cccc3Cl)s2)cc(N2CCN(CCO)CC2)n1. Drug 2: CC1(c2nc3c(C(N)=O)cccc3[nH]2)CCCN1. Cell line: HT29. Synergy scores: synergy=4.94.